The task is: Predict the reaction yield, written as a fraction of the theoretical maximum amount of product (1.0 means a 100% yield; for example, 0.34 means a 34% yield).. This data is from Reaction yield outcomes from USPTO patents with 853,638 reactions. (1) The reactants are [NH2:1][C:2]1[C:11]2[C:6](=[C:7](Br)[CH:8]=[CH:9][CH:10]=2)[N:5]=[N:4][C:3]=1[C:13]([NH:15][CH:16]1[CH2:18][CH2:17]1)=[O:14].[F:19][C:20]1[CH:25]=[CH:24][CH:23]=[C:22]([O:26][CH3:27])[C:21]=1B(O)O. No catalyst specified. The product is [NH2:1][C:2]1[C:11]2[C:6](=[C:7]([C:21]3[C:22]([O:26][CH3:27])=[CH:23][CH:24]=[CH:25][C:20]=3[F:19])[CH:8]=[CH:9][CH:10]=2)[N:5]=[N:4][C:3]=1[C:13]([NH:15][CH:16]1[CH2:18][CH2:17]1)=[O:14]. The yield is 0.600. (2) The reactants are [CH:1]([O:4][C:5](=[O:41])[C@@H:6]([N:8]=[P:9]([O:11][C:12]1[C:21]2[C:16](=[CH:17][CH:18]=[CH:19][CH:20]=2)[CH:15]=[CH:14][C:13]=1[O:22][CH2:23][C@:24]1([F:40])[C@@H:28]([OH:29])[C@:27]([F:31])([CH3:30])[C@H:26]([N:32]2[CH:37]=[CH:36][C:35](=[O:38])[NH:34][C:33]2=[O:39])[O:25]1)=[O:10])[CH3:7])([CH3:3])[CH3:2].[C:42](Cl)(=[O:45])[CH2:43][CH3:44]. The catalyst is C1COCC1.CN(C1C=CN=CC=1)C.C(OCC)(=O)C. The product is [CH:1]([O:4][C:5](=[O:41])[C@@H:6]([N:8]=[P:9]([O:11][C:12]1[C:21]2[C:16](=[CH:17][CH:18]=[CH:19][CH:20]=2)[CH:15]=[CH:14][C:13]=1[O:22][CH2:23][C@:24]1([F:40])[C@@H:28]([O:29][C:42](=[O:45])[CH2:43][CH3:44])[C@:27]([F:31])([CH3:30])[C@H:26]([N:32]2[CH:37]=[CH:36][C:35](=[O:38])[NH:34][C:33]2=[O:39])[O:25]1)=[O:10])[CH3:7])([CH3:2])[CH3:3]. The yield is 0.480. (3) The reactants are [CH3:1][C:2]1[NH:10][C:9]2[CH:8]=[CH:7][N:6]=[C:5]([NH:11][CH2:12][C:13]3[CH:18]=[CH:17][C:16]([F:19])=[CH:15][CH:14]=3)[C:4]=2[C:3]=1[CH3:20].[ClH:21]. The catalyst is C(OCC)(=O)C. The product is [ClH:21].[CH3:1][C:2]1[NH:10][C:9]2[CH:8]=[CH:7][N:6]=[C:5]([NH:11][CH2:12][C:13]3[CH:18]=[CH:17][C:16]([F:19])=[CH:15][CH:14]=3)[C:4]=2[C:3]=1[CH3:20]. The yield is 0.825. (4) The reactants are [CH3:1][O:2][C:3](=[O:11])[C:4]1[CH:9]=[C:8]([OH:10])[CH:7]=[N:6][CH:5]=1.[Cl-].[C:13]1([I+][C:13]2[CH:18]=[CH:17][CH:16]=[CH:15][CH:14]=2)[CH:18]=[CH:17][CH:16]=[CH:15][CH:14]=1.CC(C)([O-])C.[K+].O. The catalyst is O1CCCC1.CN(C)C=O. The product is [CH3:1][O:2][C:3](=[O:11])[C:4]1[CH:9]=[C:8]([O:10][C:13]2[CH:18]=[CH:17][CH:16]=[CH:15][CH:14]=2)[CH:7]=[N:6][CH:5]=1. The yield is 0.820. (5) The yield is 0.790. The catalyst is C1COCC1. The reactants are CCCC[N+](CCCC)(CCCC)CCCC.[F-].[C:19]([N:27]1[C:32](=[O:33])[C:31]([CH3:34])=[CH:30][N:29]([CH:35]2[CH2:40][CH2:39][CH2:38][CH:37]([O:41][Si](C(C)(C)C)(C)C)[CH2:36]2)[C:28]1=[O:49])(=[O:26])[C:20]1[CH:25]=[CH:24][CH:23]=[CH:22][CH:21]=1. The product is [C:19]([N:27]1[C:32](=[O:33])[C:31]([CH3:34])=[CH:30][N:29]([CH:35]2[CH2:40][CH2:39][CH2:38][CH:37]([OH:41])[CH2:36]2)[C:28]1=[O:49])(=[O:26])[C:20]1[CH:25]=[CH:24][CH:23]=[CH:22][CH:21]=1. (6) The product is [ClH:17].[C:1]([O:4][C:5]1[CH:6]=[C:7]2[C:12](=[CH:13][C:14]=1[O:15][CH3:16])[N:11]=[CH:10][N:9]=[C:8]2[NH:26][C:21]1[CH:22]=[CH:23][C:24]([F:25])=[C:19]([Cl:18])[CH:20]=1)(=[O:3])[CH3:2]. The reactants are [C:1]([O:4][C:5]1[CH:6]=[C:7]2[C:12](=[CH:13][C:14]=1[O:15][CH3:16])[N:11]=[CH:10][N:9]=[C:8]2[Cl:17])(=[O:3])[CH3:2].[Cl:18][C:19]1[CH:20]=[C:21]([NH2:26])[CH:22]=[CH:23][C:24]=1[F:25]. The catalyst is C(O)(C)C. The yield is 0.790.